This data is from NCI-60 drug combinations with 297,098 pairs across 59 cell lines. The task is: Regression. Given two drug SMILES strings and cell line genomic features, predict the synergy score measuring deviation from expected non-interaction effect. (1) Drug 1: C(CC(=O)O)C(=O)CN.Cl. Drug 2: CS(=O)(=O)OCCCCOS(=O)(=O)C. Cell line: SNB-75. Synergy scores: CSS=17.0, Synergy_ZIP=-5.86, Synergy_Bliss=1.97, Synergy_Loewe=-2.70, Synergy_HSA=0.675. (2) Drug 1: CC1CCC2CC(C(=CC=CC=CC(CC(C(=O)C(C(C(=CC(C(=O)CC(OC(=O)C3CCCCN3C(=O)C(=O)C1(O2)O)C(C)CC4CCC(C(C4)OC)OCCO)C)C)O)OC)C)C)C)OC. Drug 2: CC1C(C(CC(O1)OC2CC(CC3=C2C(=C4C(=C3O)C(=O)C5=C(C4=O)C(=CC=C5)OC)O)(C(=O)CO)O)N)O.Cl. Synergy scores: CSS=44.7, Synergy_ZIP=-5.45, Synergy_Bliss=-1.52, Synergy_Loewe=0.659, Synergy_HSA=2.53. Cell line: HOP-92. (3) Synergy scores: CSS=26.5, Synergy_ZIP=-3.26, Synergy_Bliss=-2.18, Synergy_Loewe=0.465, Synergy_HSA=0.820. Drug 2: C1CCC(C(C1)N)N.C(=O)(C(=O)[O-])[O-].[Pt+4]. Cell line: U251. Drug 1: C1=CC(=CC=C1CCCC(=O)O)N(CCCl)CCCl.